Dataset: Forward reaction prediction with 1.9M reactions from USPTO patents (1976-2016). Task: Predict the product of the given reaction. (1) Given the reactants [CH2:1]([O:3][C:4]1[CH:5]=[C:6]([CH:10]=[CH:11][C:12]=1[O:13][CH2:14][CH3:15])[C:7]([NH2:9])=[S:8])[CH3:2].[Cl:16][CH2:17][C:18]([CH2:20]Cl)=O, predict the reaction product. The product is: [Cl:16][CH2:17][C:18]1[N:9]=[C:7]([C:6]2[CH:10]=[CH:11][C:12]([O:13][CH2:14][CH3:15])=[C:4]([O:3][CH2:1][CH3:2])[CH:5]=2)[S:8][CH:20]=1. (2) Given the reactants [N:1]1[CH:6]=C[CH:4]=[C:3]([B:7]([OH:9])[OH:8])[CH:2]=1.[O:10]=[C:11]1[NH:16][CH:15]=[C:14]([C:17]([NH2:19])=[O:18])[CH:13]=[CH:12]1, predict the reaction product. The product is: [N:16]1[CH:15]=[CH:14][C:13]([B:7]([OH:9])[OH:8])=[CH:12][CH:11]=1.[N:16]1[CH:4]=[C:3]([B:7]([OH:9])[OH:8])[CH:2]=[N:1][CH:6]=1.[O:10]=[C:11]1[NH:16][CH:15]=[C:14]([C:17]([NH2:19])=[O:18])[CH:13]=[CH:12]1. (3) The product is: [C:29]([C:2]1[CH:3]=[CH:4][C:5]([O:8][C:9]2[CH:10]=[C:11]([CH:20]=[C:21]([O:8][CH:9]([CH3:10])[CH3:22])[CH:22]=2)[C:12]([NH:14][C:15]2[S:16][CH:17]=[CH:18][N:19]=2)=[O:13])=[N:6][CH:7]=1)#[N:30]. Given the reactants Br[C:2]1[CH:3]=[CH:4][C:5]([O:8][C:9]2[CH:10]=[C:11]([CH:20]=[C:21](C(C)C)[CH:22]=2)[C:12]([NH:14][C:15]2[S:16][CH:17]=[CH:18][N:19]=2)=[O:13])=[N:6][CH:7]=1.[Cu]([C:29]#[N:30])C#N, predict the reaction product.